From a dataset of Reaction yield outcomes from USPTO patents with 853,638 reactions. Predict the reaction yield, written as a fraction of the theoretical maximum amount of product (1.0 means a 100% yield; for example, 0.34 means a 34% yield). (1) The reactants are Cl.[NH2:2][CH:3]1[CH2:8][CH2:7][N:6]([C:9]([O:11][C:12]([CH3:15])([CH3:14])[CH3:13])=[O:10])[CH2:5][CH2:4]1.Cl[C:17](=[O:23])[CH2:18][C:19]([O:21][CH3:22])=[O:20].CCN(C(C)C)C(C)C. The catalyst is C(Cl)Cl. The product is [CH3:22][O:21][C:19](=[O:20])[CH2:18][C:17]([NH:2][CH:3]1[CH2:4][CH2:5][N:6]([C:9]([O:11][C:12]([CH3:15])([CH3:14])[CH3:13])=[O:10])[CH2:7][CH2:8]1)=[O:23]. The yield is 0.780. (2) The reactants are [Br:1][C:2]1[CH:7]=[C:6](F)[CH:5]=[CH:4][C:3]=1[N+:9]([O-:11])=[O:10].[CH3:12][N:13]1[CH2:18][CH2:17][NH:16][CH2:15][CH2:14]1.O. The catalyst is CCOC(C)=O. The product is [Br:1][C:2]1[CH:7]=[C:6]([N:16]2[CH2:17][CH2:18][N:13]([CH3:12])[CH2:14][CH2:15]2)[CH:5]=[CH:4][C:3]=1[N+:9]([O-:11])=[O:10]. The yield is 0.450.